This data is from Full USPTO retrosynthesis dataset with 1.9M reactions from patents (1976-2016). The task is: Predict the reactants needed to synthesize the given product. (1) Given the product [Cl:15][C:10]1[CH:9]=[C:8]([C:6]2[N:5]=[C:4]([C:16]3[CH:21]=[CH:20][N:19]=[CH:18][CH:17]=3)[N:3]=[C:2]([OH:39])[CH:7]=2)[CH:13]=[CH:12][C:11]=1[F:14], predict the reactants needed to synthesize it. The reactants are: Cl[C:2]1[CH:7]=[C:6]([C:8]2[CH:13]=[CH:12][C:11]([F:14])=[C:10]([Cl:15])[CH:9]=2)[N:5]=[C:4]([C:16]2[CH:21]=[CH:20][N:19]=[CH:18][CH:17]=2)[N:3]=1.FC(F)(F)C1C(N2CCNCC2)=NC=CC=1.C([O-])([O-])=[O:39].[K+].[K+]. (2) Given the product [CH2:17]([O:10][C:8]1[CH:7]=[CH:6][C:3]([CH:4]=[O:5])=[C:2]([OH:1])[CH:9]=1)[C:14]1[CH:15]=[CH:16][CH:11]=[CH:12][CH:13]=1, predict the reactants needed to synthesize it. The reactants are: [OH:1][C:2]1[CH:9]=[C:8]([OH:10])[CH:7]=[CH:6][C:3]=1[CH:4]=[O:5].[CH:11]1[CH:16]=[CH:15][C:14]([CH2:17]Br)=[CH:13][CH:12]=1.C([O-])(O)=O.[Na+].